This data is from Forward reaction prediction with 1.9M reactions from USPTO patents (1976-2016). The task is: Predict the product of the given reaction. The product is: [CH2:9]([O:8][P:4]([CH2:17][C:16]1[CH:15]=[CH:14][C:13]([C:19]([OH:21])=[O:20])=[CH:12][CH:11]=1)([O:5][CH2:6][CH3:7])=[O:3])[CH3:10]. Given the reactants C([O:3][P:4]([O:8][CH2:9][CH3:10])[O:5][CH2:6][CH3:7])C.[CH:11]1[C:16]([CH2:17]Br)=[CH:15][CH:14]=[C:13]([C:19]([OH:21])=[O:20])[CH:12]=1, predict the reaction product.